Dataset: NCI-60 drug combinations with 297,098 pairs across 59 cell lines. Task: Regression. Given two drug SMILES strings and cell line genomic features, predict the synergy score measuring deviation from expected non-interaction effect. Drug 1: C1CN1P(=S)(N2CC2)N3CC3. Drug 2: CC1=C(C=C(C=C1)NC(=O)C2=CC=C(C=C2)CN3CCN(CC3)C)NC4=NC=CC(=N4)C5=CN=CC=C5. Cell line: SF-268. Synergy scores: CSS=7.68, Synergy_ZIP=-2.57, Synergy_Bliss=-3.96, Synergy_Loewe=-7.20, Synergy_HSA=-3.79.